From a dataset of Peptide-MHC class II binding affinity with 134,281 pairs from IEDB. Regression. Given a peptide amino acid sequence and an MHC pseudo amino acid sequence, predict their binding affinity value. This is MHC class II binding data. (1) The peptide sequence is PSPVRDHYILYCEGEL. The MHC is DRB4_0101 with pseudo-sequence DRB4_0103. The binding affinity (normalized) is 0.500. (2) The peptide sequence is DVEMTKEASREYEDK. The MHC is DRB1_0405 with pseudo-sequence DRB1_0405. The binding affinity (normalized) is 0.426. (3) The peptide sequence is DVDLFLTGTPDEYVEQV. The MHC is DRB3_0202 with pseudo-sequence DRB3_0202. The binding affinity (normalized) is 0. (4) The peptide sequence is ITKLGAKPDGKTDCT. The MHC is DRB1_0301 with pseudo-sequence DRB1_0301. The binding affinity (normalized) is 0. (5) The peptide sequence is IDDRFANALLALNDMGK. The MHC is DRB1_0404 with pseudo-sequence DRB1_0404. The binding affinity (normalized) is 0.423.